From a dataset of Forward reaction prediction with 1.9M reactions from USPTO patents (1976-2016). Predict the product of the given reaction. (1) The product is: [Br:1][C:2]1[CH:3]=[CH:4][C:5]([C:8]2[O:12][N:11]=[C:10]([CH3:13])[C:9]=2[NH:19][C:17]2[O:48][C:41]([C:42]3[CH:47]=[CH:46][CH:45]=[CH:44][CH:43]=3)=[N:49][N:50]=2)=[CH:6][CH:7]=1. Given the reactants [Br:1][C:2]1[CH:7]=[CH:6][C:5]([C:8]2[O:12][N:11]=[C:10]([CH3:13])[C:9]=2C(O)=O)=[CH:4][CH:3]=1.[CH2:17]([N:19](CC)CC)C.C1(P(N=[N+]=[N-])(C2C=CC=CC=2)=O)C=CC=CC=1.[C:41]([NH:49][NH2:50])(=[O:48])[C:42]1[CH:47]=[CH:46][CH:45]=[CH:44][CH:43]=1.O(Cl)Cl.[P+5], predict the reaction product. (2) Given the reactants O[C:2]1[C:11]2[C:6](=[CH:7][CH:8]=[C:9]([N+:12]([O-:14])=[O:13])[CH:10]=2)[N:5]=[CH:4][C:3]=1[C:15]#[N:16].O=P(Cl)(Cl)[Cl:19], predict the reaction product. The product is: [Cl:19][C:2]1[C:11]2[C:6](=[CH:7][CH:8]=[C:9]([N+:12]([O-:14])=[O:13])[CH:10]=2)[N:5]=[CH:4][C:3]=1[C:15]#[N:16]. (3) Given the reactants [CH2:1]([O:8][C:9](=[O:17])[CH2:10][CH2:11][CH2:12][CH2:13][C:14]([OH:16])=O)[C:2]1[CH:7]=[CH:6][CH:5]=[CH:4][CH:3]=1.CCN(C(C)C)C(C)C.C1C=CC2N(O)N=NC=2C=1.C(Cl)CCl.[NH:41]([CH2:50][C:51]([O:53][C:54]([CH3:57])([CH3:56])[CH3:55])=[O:52])[CH2:42][C:43]([O:45][C:46]([CH3:49])([CH3:48])[CH3:47])=[O:44], predict the reaction product. The product is: [C:46]([O:45][C:43](=[O:44])[CH2:42][N:41]([CH2:50][C:51](=[O:52])[O:53][C:54]([CH3:57])([CH3:56])[CH3:55])[C:14](=[O:16])[CH2:13][CH2:12][CH2:11][CH2:10][C:9]([O:8][CH2:1][C:2]1[CH:3]=[CH:4][CH:5]=[CH:6][CH:7]=1)=[O:17])([CH3:49])([CH3:47])[CH3:48]. (4) Given the reactants [CH3:1][C:2]1[C:10]2[C:5](=[CH:6][CH:7]=[C:8]([N+:11]([O-:13])=[O:12])[CH:9]=2)[NH:4][CH:3]=1.[OH-].[Na+].[Cl:16][C:17]1[CH:25]=[CH:24][CH:23]=[C:22]([Cl:26])[C:18]=1[C:19](Cl)=[O:20], predict the reaction product. The product is: [Cl:16][C:17]1[CH:25]=[CH:24][CH:23]=[C:22]([Cl:26])[C:18]=1[C:19]([N:4]1[C:5]2[C:10](=[CH:9][C:8]([N+:11]([O-:13])=[O:12])=[CH:7][CH:6]=2)[C:2]([CH3:1])=[CH:3]1)=[O:20].